Dataset: Peptide-MHC class I binding affinity with 185,985 pairs from IEDB/IMGT. Task: Regression. Given a peptide amino acid sequence and an MHC pseudo amino acid sequence, predict their binding affinity value. This is MHC class I binding data. (1) The binding affinity (normalized) is 0.409. The MHC is HLA-A30:01 with pseudo-sequence HLA-A30:01. The peptide sequence is TTLLSLTFIR. (2) The peptide sequence is TVLEFILQK. The MHC is HLA-A26:01 with pseudo-sequence HLA-A26:01. The binding affinity (normalized) is 0.0847. (3) The peptide sequence is YTVKYPNG. The MHC is H-2-Db with pseudo-sequence H-2-Db. The binding affinity (normalized) is 0. (4) The peptide sequence is AVDLSHFLK. The MHC is HLA-B51:01 with pseudo-sequence HLA-B51:01. The binding affinity (normalized) is 0. (5) The peptide sequence is GNFSWFPHK. The MHC is HLA-A68:01 with pseudo-sequence HLA-A68:01. The binding affinity (normalized) is 0.306. (6) The peptide sequence is YSSVNDRLVS. The MHC is H-2-Db with pseudo-sequence H-2-Db. The binding affinity (normalized) is 0.126. (7) The peptide sequence is FHGIFYSIF. The MHC is HLA-B18:01 with pseudo-sequence HLA-B18:01. The binding affinity (normalized) is 0.0847.